This data is from NCI-60 drug combinations with 297,098 pairs across 59 cell lines. The task is: Regression. Given two drug SMILES strings and cell line genomic features, predict the synergy score measuring deviation from expected non-interaction effect. (1) Cell line: UACC-257. Drug 1: C1=CC(=C2C(=C1NCCNCCO)C(=O)C3=C(C=CC(=C3C2=O)O)O)NCCNCCO. Synergy scores: CSS=9.26, Synergy_ZIP=-1.38, Synergy_Bliss=1.46, Synergy_Loewe=0.784, Synergy_HSA=0.655. Drug 2: CC12CCC3C(C1CCC2O)C(CC4=C3C=CC(=C4)O)CCCCCCCCCS(=O)CCCC(C(F)(F)F)(F)F. (2) Drug 1: CC12CCC3C(C1CCC2=O)CC(=C)C4=CC(=O)C=CC34C. Drug 2: COC1=NC(=NC2=C1N=CN2C3C(C(C(O3)CO)O)O)N. Cell line: A498. Synergy scores: CSS=27.9, Synergy_ZIP=8.18, Synergy_Bliss=7.93, Synergy_Loewe=-12.1, Synergy_HSA=1.24. (3) Drug 1: CN(C)C(=N)N=C(N)N. Drug 2: CN1C(=O)N2C=NC(=C2N=N1)C(=O)N. Cell line: T-47D. Synergy scores: CSS=-0.231, Synergy_ZIP=11.2, Synergy_Bliss=13.0, Synergy_Loewe=-1.67, Synergy_HSA=-0.422. (4) Drug 1: COC1=CC(=CC(=C1O)OC)C2C3C(COC3=O)C(C4=CC5=C(C=C24)OCO5)OC6C(C(C7C(O6)COC(O7)C8=CC=CS8)O)O. Drug 2: C1=CC(=CC=C1CC(C(=O)O)N)N(CCCl)CCCl.Cl. Cell line: HT29. Synergy scores: CSS=43.2, Synergy_ZIP=-5.23, Synergy_Bliss=-5.11, Synergy_Loewe=-32.4, Synergy_HSA=-6.25. (5) Drug 1: CCCCC(=O)OCC(=O)C1(CC(C2=C(C1)C(=C3C(=C2O)C(=O)C4=C(C3=O)C=CC=C4OC)O)OC5CC(C(C(O5)C)O)NC(=O)C(F)(F)F)O. Drug 2: CC1C(C(CC(O1)OC2CC(CC3=C2C(=C4C(=C3O)C(=O)C5=C(C4=O)C(=CC=C5)OC)O)(C(=O)CO)O)N)O.Cl. Cell line: CCRF-CEM. Synergy scores: CSS=40.6, Synergy_ZIP=2.66, Synergy_Bliss=2.05, Synergy_Loewe=-5.29, Synergy_HSA=2.71. (6) Synergy scores: CSS=42.1, Synergy_ZIP=2.49, Synergy_Bliss=-1.30, Synergy_Loewe=-27.6, Synergy_HSA=-2.95. Drug 1: C1C(C(OC1N2C=NC3=C2NC=NCC3O)CO)O. Cell line: NCIH23. Drug 2: CC1CCCC2(C(O2)CC(NC(=O)CC(C(C(=O)C(C1O)C)(C)C)O)C(=CC3=CSC(=N3)C)C)C. (7) Cell line: SK-OV-3. Synergy scores: CSS=20.5, Synergy_ZIP=-2.22, Synergy_Bliss=-5.01, Synergy_Loewe=-20.5, Synergy_HSA=-5.40. Drug 1: CN(C)C1=NC(=NC(=N1)N(C)C)N(C)C. Drug 2: CC1CCC2CC(C(=CC=CC=CC(CC(C(=O)C(C(C(=CC(C(=O)CC(OC(=O)C3CCCCN3C(=O)C(=O)C1(O2)O)C(C)CC4CCC(C(C4)OC)O)C)C)O)OC)C)C)C)OC. (8) Drug 1: CC(C)(C#N)C1=CC(=CC(=C1)CN2C=NC=N2)C(C)(C)C#N. Drug 2: C1=NC2=C(N=C(N=C2N1C3C(C(C(O3)CO)O)F)Cl)N. Cell line: K-562. Synergy scores: CSS=5.57, Synergy_ZIP=-4.11, Synergy_Bliss=-13.8, Synergy_Loewe=-22.9, Synergy_HSA=-18.1.